Dataset: Reaction yield outcomes from USPTO patents with 853,638 reactions. Task: Predict the reaction yield, written as a fraction of the theoretical maximum amount of product (1.0 means a 100% yield; for example, 0.34 means a 34% yield). (1) The reactants are [NH2:1][C:2]1[C:3](=[O:9])[NH:4][C:5](=[O:8])[NH:6][CH:7]=1.[C:10]([C:16]([O:18][CH3:19])=[O:17])#[C:11][C:12]([O:14][CH3:15])=[O:13]. The catalyst is CO. The product is [O:8]=[C:5]1[NH:4][C:3](=[O:9])[C:2]([NH:1]/[C:11](=[CH:10]/[C:16]([O:18][CH3:19])=[O:17])/[C:12]([O:14][CH3:15])=[O:13])=[CH:7][NH:6]1. The yield is 0.740. (2) The reactants are [CH3:1][CH:2]([CH3:10])[CH2:3][CH2:4][C:5]([O:7]CC)=O.[H-].[Al+3].[Li+].[H-].[H-].[H-].O1[CH2:21][CH2:20][CH2:19][CH2:18]1.O.[OH-].[Na+].[CH2:25](OCC)[CH3:26]. No catalyst specified. The product is [CH3:10][CH:2]([CH3:1])[CH:3]([C:18]1[CH:26]=[CH:25][CH:21]=[CH:20][CH:19]=1)[CH2:4][CH2:5][OH:7]. The yield is 0.420. (3) The reactants are [C:1]([C:5]1[CH:6]=[C:7]([NH:20][C:21]([NH:23][C@@H:24]2[C:33]3[C:28](=[CH:29][CH:30]=[CH:31][CH:32]=3)[C@@H:27]([O:34][C:35]3[CH:36]=[CH:37][C:38]4[N:39]([C:41]([N:44]5[CH2:49][CH2:48][CH2:47][CH2:46][C@@H:45]5[CH3:50])=[N:42][N:43]=4)[CH:40]=3)[CH2:26][CH2:25]2)=[O:22])[N:8]([C:10]2[CH:15]=[CH:14][CH:13]=[C:12]([O:16][CH2:17][CH2:18]O)[CH:11]=2)[N:9]=1)([CH3:4])([CH3:3])[CH3:2].C[CH2:52][N:53](C(C)C)[CH:54](C)C.CS(Cl)(=O)=O. The catalyst is C(Cl)Cl. The product is [C:1]([C:5]1[CH:6]=[C:7]([NH:20][C:21]([NH:23][C@@H:24]2[C:33]3[C:28](=[CH:29][CH:30]=[CH:31][CH:32]=3)[C@@H:27]([O:34][C:35]3[CH:36]=[CH:37][C:38]4[N:39]([C:41]([N:44]5[CH2:49][CH2:48][CH2:47][CH2:46][C@@H:45]5[CH3:50])=[N:42][N:43]=4)[CH:40]=3)[CH2:26][CH2:25]2)=[O:22])[N:8]([C:10]2[CH:15]=[CH:14][CH:13]=[C:12]([O:16][CH2:17][CH2:18][N:53]([CH3:54])[CH3:52])[CH:11]=2)[N:9]=1)([CH3:4])([CH3:2])[CH3:3]. The yield is 0.300. (4) The reactants are [CH:1]1([C@H:7]2[CH2:11][N:10]([C:12]([O:14][C:15]([CH3:18])([CH3:17])[CH3:16])=[O:13])[C@H:9]([CH:19]=[O:20])[CH2:8]2)[CH2:6][CH2:5][CH2:4][CH2:3][CH2:2]1.C1CCN2C(=NCCC2)CC1. The catalyst is C1COCC1. The product is [CH:1]1([C@H:7]2[CH2:11][N:10]([C:12]([O:14][C:15]([CH3:16])([CH3:17])[CH3:18])=[O:13])[C@@H:9]([CH:19]=[O:20])[CH2:8]2)[CH2:2][CH2:3][CH2:4][CH2:5][CH2:6]1. The yield is 0.990.